This data is from Forward reaction prediction with 1.9M reactions from USPTO patents (1976-2016). The task is: Predict the product of the given reaction. (1) Given the reactants [NH2:1][CH:2]([C:14]1[S:15][C:16]([Br:19])=[CH:17][N:18]=1)[C@H:3]1[CH2:8][CH2:7][C@H:6]([C:9]([O:11]CC)=[O:10])[CH2:5][CH2:4]1.[OH-].[Na+].C(O)(C(F)(F)F)=O, predict the reaction product. The product is: [NH2:1][CH:2]([C:14]1[S:15][C:16]([Br:19])=[CH:17][N:18]=1)[C@H:3]1[CH2:8][CH2:7][C@H:6]([C:9]([OH:11])=[O:10])[CH2:5][CH2:4]1. (2) Given the reactants Cl.[Cl:2][C:3]1[CH:4]=[C:5]([NH:10][C:11]2[C:16]([NH:17][NH2:18])=[N:15][C:14]3=[N:19][O:20][N:21]=[C:13]3[N:12]=2)[CH:6]=[CH:7][C:8]=1[F:9].[N+:22]([C:25]1[CH:26]=[C:27]([C:31]2[O:35][C:34]([CH:36]=O)=[CH:33][CH:32]=2)[CH:28]=[CH:29][CH:30]=1)([O-:24])=[O:23], predict the reaction product. The product is: [Cl:2][C:3]1[CH:4]=[C:5]([NH:10][C:11]2[C:16]([NH:17][N:18]=[CH:36][C:34]3[O:35][C:31]([C:27]4[CH:28]=[CH:29][CH:30]=[C:25]([N+:22]([O-:24])=[O:23])[CH:26]=4)=[CH:32][CH:33]=3)=[N:15][C:14]3=[N:19][O:20][N:21]=[C:13]3[N:12]=2)[CH:6]=[CH:7][C:8]=1[F:9].